This data is from Reaction yield outcomes from USPTO patents with 853,638 reactions. The task is: Predict the reaction yield, written as a fraction of the theoretical maximum amount of product (1.0 means a 100% yield; for example, 0.34 means a 34% yield). The reactants are Br[C:2]1[S:6][C:5]([C:7]2[N:11]=[CH:10][N:9]([CH2:12][O:13][CH2:14][CH2:15][Si:16]([CH3:19])([CH3:18])[CH3:17])[N:8]=2)=[C:4]([CH:20]([C:22]2[CH:27]=[CH:26][C:25]([Cl:28])=[CH:24][CH:23]=2)[OH:21])[CH:3]=1.C[Sn](C)(C)[C:31]1[CH:36]=[CH:35][N:34]=[C:33]([NH:37][C:38](=[O:40])[CH3:39])[CH:32]=1.[Cl-].[Li+]. The catalyst is O1CCOCC1.C1C=CC([P]([Pd]([P](C2C=CC=CC=2)(C2C=CC=CC=2)C2C=CC=CC=2)([P](C2C=CC=CC=2)(C2C=CC=CC=2)C2C=CC=CC=2)[P](C2C=CC=CC=2)(C2C=CC=CC=2)C2C=CC=CC=2)(C2C=CC=CC=2)C2C=CC=CC=2)=CC=1.[Cu]I. The product is [Cl:28][C:25]1[CH:26]=[CH:27][C:22]([CH:20]([OH:21])[C:4]2[CH:3]=[C:2]([C:31]3[CH:36]=[CH:35][N:34]=[C:33]([NH:37][C:38](=[O:40])[CH3:39])[CH:32]=3)[S:6][C:5]=2[C:7]2[N:11]=[CH:10][N:9]([CH2:12][O:13][CH2:14][CH2:15][Si:16]([CH3:19])([CH3:18])[CH3:17])[N:8]=2)=[CH:23][CH:24]=1. The yield is 0.800.